From a dataset of Forward reaction prediction with 1.9M reactions from USPTO patents (1976-2016). Predict the product of the given reaction. Given the reactants Br[C:2]1[CH:9]=[N:8][CH:7]=[C:6]([Br:10])[C:3]=1[CH:4]=[O:5].[CH3:11][C:12]1([CH3:25])[CH2:24][C:15]2[C:16]3[CH2:21][CH2:20][NH:19][C:18](=[O:22])[C:17]=3[S:23][C:14]=2[CH2:13]1.C(=O)([O-])[O-].[Cs+].[Cs+].CC1(C)C2C(=C(P(C3C=CC=CC=3)C3C=CC=CC=3)C=CC=2)OC2C(P(C3C=CC=CC=3)C3C=CC=CC=3)=CC=CC1=2, predict the reaction product. The product is: [Br:10][C:6]1[CH:7]=[N:8][CH:9]=[C:2]([N:19]2[CH2:20][CH2:21][C:16]3[C:15]4[CH2:24][C:12]([CH3:11])([CH3:25])[CH2:13][C:14]=4[S:23][C:17]=3[C:18]2=[O:22])[C:3]=1[CH:4]=[O:5].